Dataset: Peptide-MHC class I binding affinity with 185,985 pairs from IEDB/IMGT. Task: Regression. Given a peptide amino acid sequence and an MHC pseudo amino acid sequence, predict their binding affinity value. This is MHC class I binding data. (1) The peptide sequence is FAEESYTYYY. The MHC is HLA-A11:01 with pseudo-sequence HLA-A11:01. The binding affinity (normalized) is 0.370. (2) The peptide sequence is APSYRNFSF. The MHC is HLA-B35:01 with pseudo-sequence HLA-B35:01. The binding affinity (normalized) is 0.487. (3) The binding affinity (normalized) is 0.0847. The MHC is HLA-B57:01 with pseudo-sequence HLA-B57:01. The peptide sequence is ATNDGLIKK. (4) The MHC is HLA-B58:01 with pseudo-sequence HLA-B58:01. The binding affinity (normalized) is 0.0847. The peptide sequence is MLKLRVDVF. (5) The peptide sequence is HTQAIEGAW. The MHC is HLA-A26:01 with pseudo-sequence HLA-A26:01. The binding affinity (normalized) is 0.0847. (6) The peptide sequence is MEKTHNLMA. The MHC is HLA-B15:17 with pseudo-sequence HLA-B15:17. The binding affinity (normalized) is 0.0847. (7) The peptide sequence is FLKENGGL. The MHC is HLA-B40:01 with pseudo-sequence HLA-B40:01. The binding affinity (normalized) is 0.